Predict which catalyst facilitates the given reaction. From a dataset of Catalyst prediction with 721,799 reactions and 888 catalyst types from USPTO. (1) Reactant: [NH2:1][C:2]1[N:3]=[C:4]([CH:7]2[CH2:12][CH2:11][N:10]([C:13](=[O:25])[CH2:14][N:15]3[C:19]([CH3:20])=[CH:18][C:17]([C:21]([F:24])([F:23])[F:22])=[N:16]3)[CH2:9][CH2:8]2)[S:5][CH:6]=1.[C:26]1([N:32]=[C:33]=[O:34])[CH:31]=[CH:30][CH:29]=[CH:28][CH:27]=1.CO. Product: [CH3:20][C:19]1[N:15]([CH2:14][C:13]([N:10]2[CH2:11][CH2:12][CH:7]([C:4]3[S:5][CH:6]=[C:2]([NH:1][C:33]([NH:32][C:26]4[CH:31]=[CH:30][CH:29]=[CH:28][CH:27]=4)=[O:34])[N:3]=3)[CH2:8][CH2:9]2)=[O:25])[N:16]=[C:17]([C:21]([F:24])([F:23])[F:22])[CH:18]=1. The catalyst class is: 1. (2) Reactant: [H-].[Al+3].[Li+].[H-].[H-].[H-].[Cl:7][C:8]1[CH:9]=[C:10]2[C:14](=[CH:15][CH:16]=1)[N:13]([CH2:17][CH2:18][CH2:19][S:20][CH3:21])[C:12]([C:22](OCC)=[O:23])=[CH:11]2. Product: [Cl:7][C:8]1[CH:9]=[C:10]2[C:14](=[CH:15][CH:16]=1)[N:13]([CH2:17][CH2:18][CH2:19][S:20][CH3:21])[C:12]([CH2:22][OH:23])=[CH:11]2. The catalyst class is: 7. (3) Reactant: C([NH:4][C:5]1[CH:30]=[CH:29][CH:28]=[CH:27][C:6]=1[CH2:7][N:8]1[C:17]2[C:12](=[CH:13][CH:14]=[C:15]([C:18]3[C:19]([CH3:24])=[N:20][O:21][C:22]=3[CH3:23])[CH:16]=2)[C:11](=[O:25])[CH:10]=[C:9]1[CH3:26])(=O)C.[Se](=O)=[O:32]. Product: [NH2:4][C:5]1[CH:30]=[CH:29][CH:28]=[CH:27][C:6]=1[CH2:7][N:8]1[C:17]2[C:12](=[CH:13][CH:14]=[C:15]([C:18]3[C:19]([CH3:24])=[N:20][O:21][C:22]=3[CH3:23])[CH:16]=2)[C:11](=[O:25])[CH:10]=[C:9]1[CH2:26][OH:32]. The catalyst class is: 12. (4) Reactant: [NH2:1][CH2:2][C:3]([NH:5][CH2:6][C:7]([O:9][CH2:10][C:11]1[CH:16]=[CH:15][CH:14]=[CH:13][CH:12]=1)=[O:8])=[O:4].FC(C(O)=O)(F)F.CN1CCOCC1.[NH:31]([C:40]([O:42][CH2:43][C:44]1[CH:49]=[CH:48][CH:47]=[CH:46][CH:45]=1)=[O:41])[CH2:32][C:33]([NH:35][CH2:36][C:37](O)=[O:38])=[O:34].C1C=CC2N(O)N=NC=2C=1.CCN=C=NCCCN(C)C.Cl. Product: [NH:31]([C:40]([O:42][CH2:43][C:44]1[CH:49]=[CH:48][CH:47]=[CH:46][CH:45]=1)=[O:41])[CH2:32][C:33]([NH:35][CH2:36][C:37]([NH:1][CH2:2][C:3]([NH:5][CH2:6][C:7]([O:9][CH2:10][C:11]1[CH:12]=[CH:13][CH:14]=[CH:15][CH:16]=1)=[O:8])=[O:4])=[O:38])=[O:34]. The catalyst class is: 3.